From a dataset of NCI-60 drug combinations with 297,098 pairs across 59 cell lines. Regression. Given two drug SMILES strings and cell line genomic features, predict the synergy score measuring deviation from expected non-interaction effect. (1) Drug 1: C1=CC(=CC=C1CCCC(=O)O)N(CCCl)CCCl. Drug 2: CC1=C(C(=O)C2=C(C1=O)N3CC4C(C3(C2COC(=O)N)OC)N4)N. Cell line: EKVX. Synergy scores: CSS=8.45, Synergy_ZIP=-4.80, Synergy_Bliss=-2.43, Synergy_Loewe=-3.50, Synergy_HSA=-2.72. (2) Drug 1: CN(C)C1=NC(=NC(=N1)N(C)C)N(C)C. Drug 2: C1CC(C1)(C(=O)O)C(=O)O.[NH2-].[NH2-].[Pt+2]. Cell line: MCF7. Synergy scores: CSS=12.4, Synergy_ZIP=-5.23, Synergy_Bliss=-3.86, Synergy_Loewe=-16.8, Synergy_HSA=-6.80. (3) Drug 2: CC1(CCCN1)C2=NC3=C(C=CC=C3N2)C(=O)N. Drug 1: C1=C(C(=O)NC(=O)N1)F. Cell line: HCT116. Synergy scores: CSS=55.3, Synergy_ZIP=6.82, Synergy_Bliss=4.23, Synergy_Loewe=-17.0, Synergy_HSA=5.32. (4) Drug 1: CCN(CC)CCNC(=O)C1=C(NC(=C1C)C=C2C3=C(C=CC(=C3)F)NC2=O)C. Drug 2: CC(C)NC(=O)C1=CC=C(C=C1)CNNC.Cl. Cell line: NCI-H226. Synergy scores: CSS=-3.37, Synergy_ZIP=1.89, Synergy_Bliss=0.834, Synergy_Loewe=-3.61, Synergy_HSA=-3.57. (5) Drug 1: CC(C1=C(C=CC(=C1Cl)F)Cl)OC2=C(N=CC(=C2)C3=CN(N=C3)C4CCNCC4)N. Drug 2: CC(CN1CC(=O)NC(=O)C1)N2CC(=O)NC(=O)C2. Cell line: ACHN. Synergy scores: CSS=36.9, Synergy_ZIP=-7.33, Synergy_Bliss=-0.0421, Synergy_Loewe=1.51, Synergy_HSA=1.68. (6) Drug 1: CCCS(=O)(=O)NC1=C(C(=C(C=C1)F)C(=O)C2=CNC3=C2C=C(C=N3)C4=CC=C(C=C4)Cl)F. Drug 2: C1=NNC2=C1C(=O)NC=N2. Cell line: SF-268. Synergy scores: CSS=-0.915, Synergy_ZIP=2.19, Synergy_Bliss=3.63, Synergy_Loewe=-79.9, Synergy_HSA=-1.24.